From a dataset of Full USPTO retrosynthesis dataset with 1.9M reactions from patents (1976-2016). Predict the reactants needed to synthesize the given product. (1) Given the product [CH3:17][C@@H:18]1[C@@H:57]([OH:58])[C@@H:56]([CH3:59])[C@H:55]([CH3:60])[O:54][C:52](=[O:53])[CH2:51][C@H:50]([OH:61])[CH2:49][C@H:48]([OH:62])[CH2:47][CH2:46][C@@H:45]([OH:63])[C@H:44]([OH:64])[CH2:43][C@H:42]([OH:65])[CH2:41][C@@:39]2([OH:66])[O:40][C@H:35]([C@H:36]([C:68]([OH:70])=[O:69])[C@@H:37]([OH:67])[CH2:38]2)[CH2:34][C@@H:33]([O:71][C@@H:72]2[O:77][C@H:76]([CH3:78])[C@@H:75]([OH:79])[C@H:74]([NH2:80])[C@@H:73]2[OH:81])[CH:32]=[CH:31][CH:30]=[CH:29][CH:28]=[CH:27][CH:26]=[CH:25][CH:24]=[CH:23][CH:22]=[CH:21][CH:20]=[CH:19]1.[N:4]1([CH2:3][CH2:2][NH-:1])[CH2:9][CH2:8][O:7][CH2:6][CH2:5]1, predict the reactants needed to synthesize it. The reactants are: [NH2:1][CH2:2][CH2:3][N:4]1[CH2:9][CH2:8][O:7][CH2:6][CH2:5]1.C(N(CC)CC)C.[CH3:17][C@@H:18]1[C@@H:57]([OH:58])[C@@H:56]([CH3:59])[C@H:55]([CH3:60])[O:54][C:52](=[O:53])[CH2:51][C@H:50]([OH:61])[CH2:49][C@H:48]([OH:62])[CH2:47][CH2:46][C@@H:45]([OH:63])[C@H:44]([OH:64])[CH2:43][C@H:42]([OH:65])[CH2:41][C@@:39]2([OH:66])[O:40][C@H:35]([C@H:36]([C:68]([OH:70])=[O:69])[C@@H:37]([OH:67])[CH2:38]2)[CH2:34][C@@H:33]([O:71][C@@H:72]2[O:77][C@H:76]([CH3:78])[C@@H:75]([OH:79])[C@H:74]([NH2:80])[C@@H:73]2[OH:81])[CH:32]=[CH:31][CH:30]=[CH:29][CH:28]=[CH:27][CH:26]=[CH:25][CH:24]=[CH:23][CH:22]=[CH:21][CH:20]=[CH:19]1.C(OCC)C. (2) Given the product [C:1]([O:4][CH2:5][CH2:6][CH:7]([C:9]1[S:10][C:11]([Br:14])=[CH:12][CH:13]=1)[O:8][Si:19]([C:16]([CH3:18])([CH3:17])[CH3:15])([CH3:21])[CH3:20])(=[O:3])[CH3:2], predict the reactants needed to synthesize it. The reactants are: [C:1]([O:4][CH2:5][CH2:6][CH:7]([C:9]1[S:10][C:11]([Br:14])=[CH:12][CH:13]=1)[OH:8])(=[O:3])[CH3:2].[CH3:15][C:16]([Si:19](Cl)([CH3:21])[CH3:20])([CH3:18])[CH3:17].N1C=CN=C1.O. (3) Given the product [Cl:24][C:17]1[N:16]=[C:15]2[C:20]([N:21]=[CH:22][N:14]2[C@@H:12]2[CH2:13][C@H:9]([NH:8][C:27](=[O:28])[CH2:34][CH3:35])[C@@H:10]([OH:26])[C@H:11]2[OH:25])=[C:19]([NH:49][CH2:48][CH:47]([C:41]2[CH:42]=[CH:43][CH:44]=[CH:45][CH:46]=2)[C:50]2[CH:51]=[CH:52][CH:53]=[CH:54][CH:55]=2)[N:18]=1, predict the reactants needed to synthesize it. The reactants are: C([N:8]([C:27](OC(C)(C)C)=[O:28])[C@H:9]1[CH2:13][C@@H:12]([N:14]2[CH:22]=[N:21][C:20]3[C:15]2=[N:16][C:17]([Cl:24])=[N:18][C:19]=3Cl)[C@H:11]([OH:25])[C@@H:10]1[OH:26])(OC(C)(C)C)=O.[CH:34](NC(C)C)(C)[CH3:35].[C:41]1([CH:47]([C:50]2[CH:55]=[CH:54][CH:53]=[CH:52][CH:51]=2)[CH2:48][NH2:49])[CH:46]=[CH:45][CH:44]=[CH:43][CH:42]=1. (4) Given the product [C:1]([C:3]1[CH:4]=[CH:5][C:6]([CH:9]([CH3:13])[C:10]([NH:48][CH2:47][C:46]2[C:41]([C:37]3[CH:36]=[C:35]([CH3:53])[CH:40]=[CH:39][CH:38]=3)=[N:42][C:43]([C:49]([F:52])([F:50])[F:51])=[CH:44][CH:45]=2)=[O:12])=[CH:7][CH:8]=1)#[N:2], predict the reactants needed to synthesize it. The reactants are: [C:1]([C:3]1[CH:8]=[CH:7][C:6]([CH:9]([CH3:13])[C:10]([OH:12])=O)=[CH:5][CH:4]=1)#[N:2].CN(C)CCCN=C=NCC.ON1C2C=CC=CC=2N=N1.[C:35]1([CH3:53])[CH:40]=[CH:39][CH:38]=[C:37]([C:41]2[C:46]([CH2:47][NH2:48])=[CH:45][CH:44]=[C:43]([C:49]([F:52])([F:51])[F:50])[N:42]=2)[CH:36]=1.C(N(CC)CC)C.